Task: Predict the reaction yield, written as a fraction of the theoretical maximum amount of product (1.0 means a 100% yield; for example, 0.34 means a 34% yield).. Dataset: Reaction yield outcomes from USPTO patents with 853,638 reactions (1) The reactants are O1CCCC1.C[Si]([C:10]#[C:11][C:12]1[CH:17]=[CH:16][C:15]([N:18]([C:31]2[CH:36]=[CH:35][C:34]([C:37]#[C:38][Si](C)(C)C)=[CH:33][CH:32]=2)[C:19]2[CH:24]=[CH:23][C:22]([C:25]#[C:26][Si](C)(C)C)=[CH:21][CH:20]=2)=[CH:14][CH:13]=1)(C)C.[F-].[K+]. The catalyst is CO. The product is [C:25]([C:22]1[CH:21]=[CH:20][C:19]([N:18]([C:15]2[CH:14]=[CH:13][C:12]([C:11]#[CH:10])=[CH:17][CH:16]=2)[C:31]2[CH:36]=[CH:35][C:34]([C:37]#[CH:38])=[CH:33][CH:32]=2)=[CH:24][CH:23]=1)#[CH:26]. The yield is 0.750. (2) The reactants are [NH2:1][C:2]1[N:10]=[CH:9][CH:8]=[CH:7][C:3]=1[C:4]([OH:6])=O.C(Cl)CCl.C1C=CC2N(O)N=NC=2C=1.C(N(CC)CC)C.[CH2:32]([O:34][C:35](=[O:45])[C@H:36]([CH2:38][C:39]1[CH:44]=[CH:43][CH:42]=[CH:41][CH:40]=1)[NH2:37])[CH3:33]. The catalyst is CN(C=O)C.O. The product is [NH2:1][C:2]1[N:10]=[CH:9][CH:8]=[CH:7][C:3]=1[C:4]([NH:37][C@@H:36]([CH2:38][C:39]1[CH:40]=[CH:41][CH:42]=[CH:43][CH:44]=1)[C:35]([O:34][CH2:32][CH3:33])=[O:45])=[O:6]. The yield is 0.980. (3) The reactants are Cl[C:2]1[N:7]=[C:6]([N:8]2[CH2:13][CH2:12][O:11][CH2:10][C@H:9]2[CH3:14])[CH:5]=[C:4]([C:15]2([S:18]([CH3:21])(=[NH:20])=[O:19])[CH2:17][CH2:16]2)[N:3]=1.C(=O)([O-])[O-].[Na+].[Na+].CC1(C)C(C)(C)OB([C:36]2[CH:41]=[CH:40][N:39]=[C:38]3[N:42]([S:45]([C:48]4[CH:54]=[CH:53][C:51]([CH3:52])=[CH:50][CH:49]=4)(=[O:47])=[O:46])[CH:43]=[CH:44][C:37]=23)O1. The catalyst is COCCOC.O.Cl[Pd](Cl)([P](C1C=CC=CC=1)(C1C=CC=CC=1)C1C=CC=CC=1)[P](C1C=CC=CC=1)(C1C=CC=CC=1)C1C=CC=CC=1. The product is [CH3:14][C@@H:9]1[CH2:10][O:11][CH2:12][CH2:13][N:8]1[C:6]1[CH:5]=[C:4]([C:15]2([S:18]([CH3:21])(=[NH:20])=[O:19])[CH2:17][CH2:16]2)[N:3]=[C:2]([C:36]2[CH:41]=[CH:40][N:39]=[C:38]3[N:42]([S:45]([C:48]4[CH:54]=[CH:53][C:51]([CH3:52])=[CH:50][CH:49]=4)(=[O:46])=[O:47])[CH:43]=[CH:44][C:37]=23)[N:7]=1. The yield is 0.920. (4) The reactants are [CH:1]([C:3]1C=C[CH:6]=[C:5]([C:9]([F:12])([F:11])[F:10])[CH:4]=1)=C.[OH2:13].[C:14]([OH:18])(C)([CH3:16])[CH3:15]. No catalyst specified. The product is [F:10][C:9]([F:12])([F:11])[C:5]1[CH:6]=[C:15]([C@H:14]([OH:18])[CH2:16][OH:13])[CH:1]=[CH:3][CH:4]=1. The yield is 0.840. (5) The reactants are [C:1]([O:14][CH2:15][C:16]1[CH:21]=[CH:20][CH:19]=[CH:18][CH:17]=1)(=[O:13])[CH2:2][C:3]([O:5][CH2:6][C:7]1[CH:12]=[CH:11][CH:10]=[CH:9][CH:8]=1)=[O:4].[H-].[Na+].Br[CH2:25][CH2:26][CH2:27][N:28]1[C:32](=[O:33])[C:31]2=[CH:34][CH:35]=[CH:36][CH:37]=[C:30]2[C:29]1=[O:38]. The catalyst is C1COCC1. The product is [CH2:6]([O:5][C:3](=[O:4])[CH:2]([CH2:25][CH2:26][CH2:27][N:28]1[C:32](=[O:33])[C:31]2=[CH:34][CH:35]=[CH:36][CH:37]=[C:30]2[C:29]1=[O:38])[C:1]([O:14][CH2:15][C:16]1[CH:17]=[CH:18][CH:19]=[CH:20][CH:21]=1)=[O:13])[C:7]1[CH:12]=[CH:11][CH:10]=[CH:9][CH:8]=1. The yield is 0.500.